Task: Predict the product of the given reaction.. Dataset: Forward reaction prediction with 1.9M reactions from USPTO patents (1976-2016) (1) The product is: [F:12][C:11]1[CH:2]=[N:3][C:4]2[C:9]([CH:10]=1)=[CH:8][CH:7]=[C:6]([O:13][CH3:14])[CH:5]=2. Given the reactants Cl[C:2]1[C:11]([F:12])=[CH:10][C:9]2[C:4](=[CH:5][C:6]([O:13][CH3:14])=[CH:7][CH:8]=2)[N:3]=1.C(N(CC)CC)C, predict the reaction product. (2) Given the reactants COC1C(OC)=CC2N(C)C(=O)CN=C(C3C=CC=C(C#CCCCC)C=3)C=2C=1.[CH3:30][O:31][C:32]1[C:33]([O:58][CH3:59])=[CH:34][C:35]2[N:41]([CH3:42])[C:40](=[O:43])[CH2:39][N:38]=[C:37]([C:44]3[CH:45]=[C:46]([C:50]#[C:51][CH2:52][CH2:53][CH2:54][C:55]#[N:56])[CH:47]=[CH:48][CH:49]=3)[C:36]=2[CH:57]=1, predict the reaction product. The product is: [CH3:30][O:31][C:32]1[C:33]([O:58][CH3:59])=[CH:34][C:35]2[N:41]([CH3:42])[C:40](=[O:43])[CH2:39][N:38]=[C:37]([C:44]3[CH:45]=[C:46]([CH2:50][CH2:51][CH2:52][CH2:53][CH2:54][C:55]#[N:56])[CH:47]=[CH:48][CH:49]=3)[C:36]=2[CH:57]=1.